The task is: Predict the reaction yield, written as a fraction of the theoretical maximum amount of product (1.0 means a 100% yield; for example, 0.34 means a 34% yield).. This data is from Reaction yield outcomes from USPTO patents with 853,638 reactions. (1) The reactants are [NH2:1][C:2]1[C:7]2=[C:8]([C:14]3[CH:19]=[CH:18][C:17]([NH:20][C:21]([NH:23][C:24]4[CH:29]=[C:28]([C:30]([F:33])([F:32])[F:31])[CH:27]=[CH:26][C:25]=4[F:34])=[O:22])=[CH:16][CH:15]=3)[C:9]([C:12]#[N:13])=[C:10](Br)[N:6]2[N:5]=[CH:4][N:3]=1.[Li]CCCC.CN([CH:43]=[O:44])C. The catalyst is C1COCC1. The product is [NH2:1][C:2]1[C:7]2=[C:8]([C:14]3[CH:19]=[CH:18][C:17]([NH:20][C:21]([NH:23][C:24]4[CH:29]=[C:28]([C:30]([F:33])([F:32])[F:31])[CH:27]=[CH:26][C:25]=4[F:34])=[O:22])=[CH:16][CH:15]=3)[C:9]([C:12]#[N:13])=[C:10]([CH:43]=[O:44])[N:6]2[N:5]=[CH:4][N:3]=1. The yield is 0.990. (2) The reactants are [F:1][C:2]1([F:16])[CH2:5][CH:4]([C:6]([O:8][CH2:9][C:10]2[CH:15]=[CH:14][CH:13]=[CH:12][CH:11]=2)=[O:7])[CH2:3]1.CI.[CH3:19][Si]([N-][Si](C)(C)C)(C)C.[K+]. The catalyst is C1COCC1. The product is [F:1][C:2]1([F:16])[CH2:3][C:4]([CH3:19])([C:6]([O:8][CH2:9][C:10]2[CH:15]=[CH:14][CH:13]=[CH:12][CH:11]=2)=[O:7])[CH2:5]1. The yield is 0.565. (3) The reactants are [CH2:1]([N:8]1[CH2:16][C:15]2[C:10](=[CH:11][CH:12]=[C:13]([O:17]C)[CH:14]=2)[CH2:9]1)[C:2]1[CH:7]=[CH:6][CH:5]=[CH:4][CH:3]=1. The catalyst is Br. The product is [CH2:1]([N:8]1[CH2:16][C:15]2[C:10](=[CH:11][CH:12]=[C:13]([OH:17])[CH:14]=2)[CH2:9]1)[C:2]1[CH:3]=[CH:4][CH:5]=[CH:6][CH:7]=1. The yield is 0.490. (4) The reactants are [Br:1][C:2]1[CH:3]=[CH:4][C:5](F)=[C:6]([CH:9]=1)[CH:7]=[O:8].C([O-])([O-])=O.[K+].[K+].[OH:17][C:18]1[CH:27]=[CH:26][C:21]([C:22]([O:24][CH3:25])=[O:23])=[CH:20][CH:19]=1. The catalyst is CN(C)C(=O)C.C(OCC)(=O)C. The product is [CH3:25][O:24][C:22](=[O:23])[C:21]1[CH:26]=[CH:27][C:18]([O:17][C:5]2[CH:4]=[CH:3][C:2]([Br:1])=[CH:9][C:6]=2[CH:7]=[O:8])=[CH:19][CH:20]=1. The yield is 0.950. (5) The reactants are [C:1]([C:3]1[CH:4]=[C:5]([NH:9][C:10](=[O:16])[O:11][C:12]([CH3:15])([CH3:14])[CH3:13])[CH:6]=[CH:7][CH:8]=1)#[CH:2].Br[C:18]1[CH:19]=[N:20][CH:21]=[C:22]([CH:35]=1)[C:23]([N:25]=[S@@:26]([CH3:34])(=[O:33])[C:27]1[CH:32]=[CH:31][CH:30]=[CH:29][CH:28]=1)=[O:24]. No catalyst specified. The product is [CH3:34][S@:26](=[N:25][C:23]([C:22]1[CH:35]=[C:18]([C:2]#[C:1][C:3]2[CH:4]=[C:5]([NH:9][C:10](=[O:16])[O:11][C:12]([CH3:13])([CH3:15])[CH3:14])[CH:6]=[CH:7][CH:8]=2)[CH:19]=[N:20][CH:21]=1)=[O:24])(=[O:33])[C:27]1[CH:28]=[CH:29][CH:30]=[CH:31][CH:32]=1. The yield is 0.230.